From a dataset of Peptide-MHC class II binding affinity with 134,281 pairs from IEDB. Regression. Given a peptide amino acid sequence and an MHC pseudo amino acid sequence, predict their binding affinity value. This is MHC class II binding data. (1) The peptide sequence is KESWGAIWRIDT. The MHC is DRB1_0301 with pseudo-sequence DRB1_0301. The binding affinity (normalized) is 0.299. (2) The peptide sequence is AFQSSVASGFIGFCK. The MHC is DRB1_0101 with pseudo-sequence DRB1_0101. The binding affinity (normalized) is 0.751. (3) The peptide sequence is QAVLTATNFFGINTI. The MHC is HLA-DPA10301-DPB10402 with pseudo-sequence HLA-DPA10301-DPB10402. The binding affinity (normalized) is 0.538.